Dataset: Forward reaction prediction with 1.9M reactions from USPTO patents (1976-2016). Task: Predict the product of the given reaction. (1) Given the reactants [Br:1][C:2]1[C:7]([C:8]2[CH:13]=[CH:12][CH:11]=[CH:10][CH:9]=2)=[N:6][NH:5][C:4](=[O:14])[CH:3]=1.[CH3:15]OC(OC)N(C)C, predict the reaction product. The product is: [Br:1][C:2]1[C:7]([C:8]2[CH:13]=[CH:12][CH:11]=[CH:10][CH:9]=2)=[N:6][N:5]([CH3:15])[C:4](=[O:14])[CH:3]=1. (2) The product is: [CH2:1]([O:8][C:9]1[CH:14]=[CH:13][C:12]([O:15][CH2:16][C:17]2[CH:22]=[CH:21][CH:20]=[CH:19][CH:18]=2)=[CH:11][C:10]=1[OH:23])[C:2]1[CH:3]=[CH:4][CH:5]=[CH:6][CH:7]=1. Given the reactants [CH2:1]([O:8][C:9]1[CH:14]=[CH:13][C:12]([O:15][CH2:16][C:17]2[CH:22]=[CH:21][CH:20]=[CH:19][CH:18]=2)=[CH:11][C:10]=1[O:23]C(=O)C)[C:2]1[CH:7]=[CH:6][CH:5]=[CH:4][CH:3]=1.[OH-].[Na+], predict the reaction product. (3) Given the reactants [Cl:1][C:2]1[CH:11]=[C:10]2[C:5]([C:6](=[O:18])[NH:7][C:8]([CH2:12][C:13]([N:15]([CH3:17])[CH3:16])=[O:14])=[N:9]2)=[CH:4][CH:3]=1.C([O-])(=O)C.[Na+].[Br:24]Br.O, predict the reaction product. The product is: [Br:24][CH:12]([C:8]1[NH:7][C:6](=[O:18])[C:5]2[C:10](=[CH:11][C:2]([Cl:1])=[CH:3][CH:4]=2)[N:9]=1)[C:13]([N:15]([CH3:17])[CH3:16])=[O:14].